Dataset: CYP2D6 inhibition data for predicting drug metabolism from PubChem BioAssay. Task: Regression/Classification. Given a drug SMILES string, predict its absorption, distribution, metabolism, or excretion properties. Task type varies by dataset: regression for continuous measurements (e.g., permeability, clearance, half-life) or binary classification for categorical outcomes (e.g., BBB penetration, CYP inhibition). Dataset: cyp2d6_veith. The compound is C[C@@H](CCCCC(=O)Nc1ccc(C(F)(F)F)cc1)NCCc1cnc[nH]1. The result is 1 (inhibitor).